Dataset: Forward reaction prediction with 1.9M reactions from USPTO patents (1976-2016). Task: Predict the product of the given reaction. (1) The product is: [C:24]([C:17]1[C:18]2[CH2:23][CH2:22][CH2:21][C:19]=2[S:20][C:16]=1[NH:15][C:4](=[O:5])[CH:3]([C:7]1[CH:12]=[CH:11][CH:10]=[CH:9][CH:8]=1)[CH:2]([CH3:1])[CH2:13][CH3:14])#[N:25]. Given the reactants [CH3:1][CH:2]([CH2:13][CH3:14])[CH:3]([C:7]1[CH:12]=[CH:11][CH:10]=[CH:9][CH:8]=1)[C:4](Cl)=[O:5].[NH2:15][C:16]1[S:20][C:19]2[CH2:21][CH2:22][CH2:23][C:18]=2[C:17]=1[C:24]#[N:25], predict the reaction product. (2) Given the reactants [Na].[CH2:2]([O:4][C@@H:5]([CH2:9][C:10]1[CH:15]=[CH:14][C:13]([O:16][CH2:17][C:18]2[CH:23]=[C:22]([O:24][CH3:25])[CH:21]=[CH:20][N:19]=2)=[CH:12][CH:11]=1)[C:6]([OH:8])=O)[CH3:3].C(N(CC)CC)C.Cl.[O:34]([NH2:36])[CH3:35].F[P-](F)(F)(F)(F)F.C[N+](C)=C(N(C)C)ON1C2N=CC=CC=2N=N1, predict the reaction product. The product is: [CH2:2]([O:4][C@@H:5]([CH2:9][C:10]1[CH:15]=[CH:14][C:13]([O:16][CH2:17][C:18]2[CH:23]=[C:22]([O:24][CH3:25])[CH:21]=[CH:20][N:19]=2)=[CH:12][CH:11]=1)[C:6]([NH:36][O:34][CH3:35])=[O:8])[CH3:3]. (3) Given the reactants [Cl:1][C:2]1[N:7]=[C:6](Cl)[C:5]([NH2:9])=[C:4]([CH3:10])[N:3]=1.Cl.[NH:12]1[CH2:17][CH2:16][O:15][CH2:14][CH:13]1[C:18](O)=[O:19].CCN(C(C)C)C(C)C, predict the reaction product. The product is: [Cl:1][C:2]1[N:3]=[C:4]([CH3:10])[C:5]2[NH:9][C:18](=[O:19])[CH:13]3[CH2:14][O:15][CH2:16][CH2:17][N:12]3[C:6]=2[N:7]=1. (4) Given the reactants [CH:1]1([C:7]2([CH3:15])[N:11]([CH3:12])[C:10](=[O:13])[NH:9][C:8]2=[O:14])[CH2:6][CH2:5][CH:4]=[CH:3][CH2:2]1.Br[CH2:17][C:18]([C:20]1[CH:25]=[CH:24][CH:23]=[CH:22][CH:21]=1)=[O:19], predict the reaction product. The product is: [CH:1]1([C:7]2([CH3:15])[N:11]([CH3:12])[C:10](=[O:13])[N:9]([CH2:17][C:18](=[O:19])[C:20]3[CH:25]=[CH:24][CH:23]=[CH:22][CH:21]=3)[C:8]2=[O:14])[CH2:6][CH2:5][CH:4]=[CH:3][CH2:2]1.